This data is from Catalyst prediction with 721,799 reactions and 888 catalyst types from USPTO. The task is: Predict which catalyst facilitates the given reaction. Reactant: [F:1][C:2]1[CH:3]=[CH:4][C:5]([O:31]C)=[C:6]([C:8]([CH3:30])([CH3:29])[CH2:9][C:10]([C:25]([F:28])([F:27])[F:26])([OH:24])[CH2:11][NH:12][C:13]2[CH:22]=[CH:21][N:20]=[C:19]3[C:14]=2[CH:15]=[CH:16][C:17]([CH3:23])=[N:18]3)[CH:7]=1.B(Br)(Br)Br.C(Cl)Cl.CCCCCC.C(OCC)(=O)C. Product: [F:1][C:2]1[CH:3]=[CH:4][C:5]([OH:31])=[C:6]([C:8]([CH3:29])([CH3:30])[CH2:9][C:10]([C:25]([F:26])([F:27])[F:28])([OH:24])[CH2:11][NH:12][C:13]2[CH:22]=[CH:21][N:20]=[C:19]3[C:14]=2[CH:15]=[CH:16][C:17]([CH3:23])=[N:18]3)[CH:7]=1. The catalyst class is: 2.